The task is: Predict the reaction yield, written as a fraction of the theoretical maximum amount of product (1.0 means a 100% yield; for example, 0.34 means a 34% yield).. This data is from Reaction yield outcomes from USPTO patents with 853,638 reactions. (1) The yield is 0.950. The reactants are C[O:2][C:3]([C:5]1[CH:24]=[CH:23][C:8]([CH2:9][NH:10][C:11](=[O:22])[NH:12][C:13]2[CH:17]=[CH:16][S:15][C:14]=2[C:18](OC)=[O:19])=[CH:7][CH:6]=1)=[O:4].[OH-].[Na+].O. The catalyst is CO. The product is [O:22]=[C:11]1[NH:12][C:13]2[CH:17]=[CH:16][S:15][C:14]=2[C:18](=[O:19])[N:10]1[CH2:9][C:8]1[CH:23]=[CH:24][C:5]([C:3]([OH:2])=[O:4])=[CH:6][CH:7]=1. (2) The reactants are Br[C:2]1[CH:3]=[C:4]2[C:25](=[CH:26][CH:27]=1)[C:8]1[NH:9][C:10]([C@@H:12]3[CH2:17][C@@H:16]4[C@@H:14]([CH2:15]4)[N:13]3[C:18]([O:20][C:21]([CH3:24])([CH3:23])[CH3:22])=[O:19])=[N:11][C:7]=1[CH:6]=[CH:5]2.[CH3:28][C:29]1([CH3:45])[C:33]([CH3:35])([CH3:34])[O:32][B:31]([B:31]2[O:32][C:33]([CH3:35])([CH3:34])[C:29]([CH3:45])([CH3:28])[O:30]2)[O:30]1.CC([O-])=O.[K+]. The catalyst is O1CCOCC1.C1C=CC(P(C2C=CC=CC=2)[C-]2C=CC=C2)=CC=1.C1C=CC(P(C2C=CC=CC=2)[C-]2C=CC=C2)=CC=1.Cl[Pd]Cl.[Fe+2]. The product is [CH3:28][C:29]1([CH3:45])[C:33]([CH3:35])([CH3:34])[O:32][B:31]([C:2]2[CH:3]=[C:4]3[C:25](=[CH:26][CH:27]=2)[C:8]2[NH:9][C:10]([C@@H:12]4[CH2:17][C@@H:16]5[C@@H:14]([CH2:15]5)[N:13]4[C:18]([O:20][C:21]([CH3:24])([CH3:23])[CH3:22])=[O:19])=[N:11][C:7]=2[CH:6]=[CH:5]3)[O:30]1. The yield is 0.950. (3) The reactants are [H-].[Na+].[NH2:3][C@@H:4]1[C:13]2[C:8](=[CH:9][CH:10]=[CH:11][CH:12]=2)[C@H:7]([OH:14])[CH2:6][CH2:5]1.[CH2:15]([N:18]([CH2:29][CH:30]=[CH2:31])[C:19]1[N:23]2[CH:24]=[C:25](F)[CH:26]=[CH:27][C:22]2=[N:21][N:20]=1)[CH:16]=[CH2:17]. The catalyst is CN(C=O)C. The product is [NH2:3][C@@H:4]1[C:13]2[C:8](=[CH:9][CH:10]=[CH:11][CH:12]=2)[C@H:7]([O:14][C:25]2[CH:26]=[CH:27][C:22]3[N:23]([C:19]([N:18](/[CH:29]=[CH:30]/[CH3:31])/[CH:15]=[CH:16]/[CH3:17])=[N:20][N:21]=3)[CH:24]=2)[CH2:6][CH2:5]1. The yield is 0.610. (4) The reactants are Br[C:2]1[CH:6]=[CH:5][S:4][C:3]=1[C:7]([N:9]1[CH2:14][CH2:13][N:12]([CH2:15][C:16]2[CH:21]=[CH:20][CH:19]=[CH:18][CH:17]=2)[CH2:11][C@H:10]1[CH2:22][C:23]1[CH:28]=[CH:27][CH:26]=[CH:25][CH:24]=1)=[O:8].[OH:29][C:30]1[CH:35]=[CH:34][CH:33]=[CH:32][C:31]=1B(O)O.C([O-])([O-])=O.[Na+].[Na+]. The catalyst is COCCOC.C(OCC)(=O)C.O.C1C=CC([P]([Pd]([P](C2C=CC=CC=2)(C2C=CC=CC=2)C2C=CC=CC=2)([P](C2C=CC=CC=2)(C2C=CC=CC=2)C2C=CC=CC=2)[P](C2C=CC=CC=2)(C2C=CC=CC=2)C2C=CC=CC=2)(C2C=CC=CC=2)C2C=CC=CC=2)=CC=1. The product is [CH2:22]([C@@H:10]1[CH2:11][N:12]([CH2:15][C:16]2[CH:21]=[CH:20][CH:19]=[CH:18][CH:17]=2)[CH2:13][CH2:14][N:9]1[C:7]([C:3]1[S:4][CH:5]=[CH:6][C:2]=1[C:31]1[CH:32]=[CH:33][CH:34]=[CH:35][C:30]=1[OH:29])=[O:8])[C:23]1[CH:28]=[CH:27][CH:26]=[CH:25][CH:24]=1. The yield is 0.430. (5) The reactants are C[Si]([N-][Si](C)(C)C)(C)C.[Li+].[N:11]1[C:20]2[C:15](=[CH:16][C:17]([CH2:21][C:22]([O:24][CH3:25])=[O:23])=[CH:18][CH:19]=2)[CH:14]=[CH:13][CH:12]=1.[CH3:26]I. The catalyst is C1COCC1. The product is [N:11]1[C:20]2[C:15](=[CH:16][C:17]([CH:21]([CH3:26])[C:22]([O:24][CH3:25])=[O:23])=[CH:18][CH:19]=2)[CH:14]=[CH:13][CH:12]=1. The yield is 0.850. (6) The reactants are [CH2:1]([O:3][C:4]([C:6]1[N:7]([C:23]2[CH:28]=[CH:27][C:26]([O:29][CH:30]([CH3:32])[CH3:31])=[CH:25][CH:24]=2)[C:8]2[C:13]([CH:14]=1)=[CH:12][C:11]([O:15]CC1C=CC=CC=1)=[CH:10][CH:9]=2)=[O:5])[CH3:2]. The catalyst is CCOC(C)=O.CCO.[Pd]. The product is [CH2:1]([O:3][C:4]([C:6]1[N:7]([C:23]2[CH:28]=[CH:27][C:26]([O:29][CH:30]([CH3:31])[CH3:32])=[CH:25][CH:24]=2)[C:8]2[C:13]([CH:14]=1)=[CH:12][C:11]([OH:15])=[CH:10][CH:9]=2)=[O:5])[CH3:2]. The yield is 0.830.